This data is from Full USPTO retrosynthesis dataset with 1.9M reactions from patents (1976-2016). The task is: Predict the reactants needed to synthesize the given product. (1) The reactants are: [N:1]1[N:5]2[C:6](=O)[C:7]3[N:8]([N:11]=[CH:12][CH:13]=3)[C:9](=[O:10])[C:4]2=[CH:3][CH:2]=1.NC1C2[C:20](=[CH:21][CH:22]=[C:23]([C:26]([F:29])([F:28])[F:27])[CH:24]=2)N=CC=1.CN(C=O)C. Given the product [F:27][C:26]([F:29])([F:28])[C:23]1[CH:24]=[C:6]2[C:20](=[CH:21][CH:22]=1)[N:11]=[CH:12][CH:13]=[C:7]2[NH:8][C:9]([C:4]1[CH:3]=[CH:2][NH:1][N:5]=1)=[O:10], predict the reactants needed to synthesize it. (2) Given the product [C:1]1([C@H:7]([NH:9][C:10](=[O:46])[NH:11][C:12]2[N:17]=[CH:16][C:15]3[C:18]([NH:40][C:41](=[O:45])[O:42][CH2:43][CH3:44])=[N:19][NH:20][C:14]=3[CH:13]=2)[CH3:8])[CH:6]=[CH:5][CH:4]=[CH:3][CH:2]=1, predict the reactants needed to synthesize it. The reactants are: [C:1]1([C@H:7]([NH:9][C:10](=[O:46])[NH:11][C:12]2[N:17]=[CH:16][C:15]3[C:18]([NH:40][C:41](=[O:45])[O:42][CH2:43][CH3:44])=[N:19][N:20](C(C4C=CC=CC=4)(C4C=CC=CC=4)C4C=CC=CC=4)[C:14]=3[CH:13]=2)[CH3:8])[CH:6]=[CH:5][CH:4]=[CH:3][CH:2]=1.C([SiH](CC)CC)C.